The task is: Predict the product of the given reaction.. This data is from Forward reaction prediction with 1.9M reactions from USPTO patents (1976-2016). Given the reactants [CH3:1][O:2][C:3]1[CH:8]=[CH:7][C:6]([C:9](=[O:13])[CH2:10][C:11]#[N:12])=[CH:5][CH:4]=1.[NH2:14][C:15]1[CH:20]=[CH:19][CH:18]=[CH:17][CH:16]=1, predict the reaction product. The product is: [CH3:1][O:2][C:3]1[CH:4]=[CH:5][C:6]([C:9](=[O:13])[CH2:10][C:11](=[NH:12])[NH:14][C:15]2[CH:20]=[CH:19][CH:18]=[CH:17][CH:16]=2)=[CH:7][CH:8]=1.